From a dataset of Peptide-MHC class I binding affinity with 185,985 pairs from IEDB/IMGT. Regression. Given a peptide amino acid sequence and an MHC pseudo amino acid sequence, predict their binding affinity value. This is MHC class I binding data. (1) The peptide sequence is HMYISKKAK. The MHC is Mamu-B8301 with pseudo-sequence Mamu-B8301. The binding affinity (normalized) is 0.134. (2) The peptide sequence is MAITIGTANI. The binding affinity (normalized) is 0. The MHC is HLA-A01:01 with pseudo-sequence HLA-A01:01. (3) The peptide sequence is FLLFLVLIM. The MHC is HLA-A02:01 with pseudo-sequence HLA-A02:01. The binding affinity (normalized) is 0.446.